From a dataset of NCI-60 drug combinations with 297,098 pairs across 59 cell lines. Regression. Given two drug SMILES strings and cell line genomic features, predict the synergy score measuring deviation from expected non-interaction effect. (1) Drug 1: CN1C(=O)N2C=NC(=C2N=N1)C(=O)N. Drug 2: CC(C)NC(=O)C1=CC=C(C=C1)CNNC.Cl. Cell line: IGROV1. Synergy scores: CSS=1.64, Synergy_ZIP=-0.286, Synergy_Bliss=0.707, Synergy_Loewe=1.32, Synergy_HSA=0.967. (2) Drug 1: C1C(C(OC1N2C=NC3=C2NC=NCC3O)CO)O. Drug 2: B(C(CC(C)C)NC(=O)C(CC1=CC=CC=C1)NC(=O)C2=NC=CN=C2)(O)O. Cell line: SF-268. Synergy scores: CSS=32.6, Synergy_ZIP=3.14, Synergy_Bliss=2.84, Synergy_Loewe=-37.6, Synergy_HSA=2.83.